Regression/Classification. Given a drug SMILES string, predict its toxicity properties. Task type varies by dataset: regression for continuous values (e.g., LD50, hERG inhibition percentage) or binary classification for toxic/non-toxic outcomes (e.g., AMES mutagenicity, cardiotoxicity, hepatotoxicity). Dataset: ld50_zhu. From a dataset of Acute oral toxicity (LD50) regression data from Zhu et al.. (1) The rat oral LD50 is 1.71, given as -log10 of the dose in mol/kg body weight (higher means more acutely toxic). The drug is Cc1nc([N+](=O)[O-])cn1-c1ccc([N+](=O)[O-])cc1. (2) The drug is C[Si](C)(C)N=C=N[Si](C)(C)C. The rat oral LD50 is 2.03, given as -log10 of the dose in mol/kg body weight (higher means more acutely toxic). (3) The compound is Clc1ccc2c(c1)C(c1ccccc1)=NCc1nncn1-2. The rat oral LD50 is 2.07, given as -log10 of the dose in mol/kg body weight (higher means more acutely toxic). (4) The rat oral LD50 is 3.04, given as -log10 of the dose in mol/kg body weight (higher means more acutely toxic). The molecule is CN=C=O. (5) The drug is COC(=O)C1CCCCC1. The rat oral LD50 is 1.56, given as -log10 of the dose in mol/kg body weight (higher means more acutely toxic). (6) The drug is CCCC(=O)OCc1ccccc1. The rat oral LD50 is 1.88, given as -log10 of the dose in mol/kg body weight (higher means more acutely toxic).